From a dataset of Forward reaction prediction with 1.9M reactions from USPTO patents (1976-2016). Predict the product of the given reaction. (1) Given the reactants [N+:1]([C:4]1[CH:24]=[CH:23][C:7]([O:8][C:9]2[CH:14]=[CH:13][N:12]=[C:11]([NH:15][C:16]([N:18]3[CH2:22][CH2:21][CH2:20][CH2:19]3)=[O:17])[CH:10]=2)=[CH:6][CH:5]=1)([O-])=O, predict the reaction product. The product is: [NH2:1][C:4]1[CH:24]=[CH:23][C:7]([O:8][C:9]2[CH:14]=[CH:13][N:12]=[C:11]([NH:15][C:16]([N:18]3[CH2:22][CH2:21][CH2:20][CH2:19]3)=[O:17])[CH:10]=2)=[CH:6][CH:5]=1. (2) Given the reactants C(N(CC)CC)C.[F:8][C:9]1[C:14]([F:15])=[CH:13][CH:12]=[CH:11][C:10]=1[C@H:16]1[CH2:22][N:21]2[C:23]([C:26]3([C:29]([F:32])([F:31])[F:30])[CH2:28][CH2:27]3)=[N:24][N:25]=[C:20]2[C@H:19]([NH2:33])[CH2:18][CH2:17]1.[C:34]([N:41]1[CH:45]=[CH:44]N=[CH:42]1)(N1C=CN=C1)=[O:35].[C:46]1(=[O:56])[C:50]2(CCNC[CH2:51]2)[CH2:49][CH2:48][NH:47]1, predict the reaction product. The product is: [F:8][C:9]1[C:14]([F:15])=[CH:13][CH:12]=[CH:11][C:10]=1[C@H:16]1[CH2:22][N:21]2[C:23]([C:26]3([C:29]([F:32])([F:30])[F:31])[CH2:27][CH2:28]3)=[N:24][N:25]=[C:20]2[C@H:19]([NH:33][C:34]([N:41]2[CH2:42][CH2:51][C:50]3([C:46](=[O:56])[NH:47][CH2:48][CH2:49]3)[CH2:44][CH2:45]2)=[O:35])[CH2:18][CH2:17]1. (3) Given the reactants Br[C:2]1[CH:3]=[C:4]([CH:7]=[CH:8][CH:9]=1)[CH:5]=[O:6].[CH3:10][O:11][C:12]1[CH:13]=[C:14]([OH:27])[CH:15]=[C:16](B2OC(C)(C)C(C)(C)O2)[CH:17]=1.C(=O)([O-])[O-].[Cs+].[Cs+].[Cl-].[NH4+], predict the reaction product. The product is: [OH:27][C:14]1[CH:15]=[C:16]([C:2]2[CH:9]=[CH:8][CH:7]=[C:4]([CH:5]=[O:6])[CH:3]=2)[CH:17]=[C:12]([O:11][CH3:10])[CH:13]=1. (4) Given the reactants Br[CH2:2][C@@H:3]1[O:8][CH2:7][CH2:6][N:5]([C:9]([O:11][C:12]([CH3:15])([CH3:14])[CH3:13])=[O:10])[CH2:4]1.[CH3:16][C:17]1[CH:22]=[CH:21][C:20]([C:23]2[N:28]=[C:27]3[CH:29]=[CH:30][NH:31][C:26]3=[CH:25][C:24]=2[C:32]2[CH:39]=[CH:38][C:35]([C:36]#[N:37])=[CH:34][CH:33]=2)=[CH:19][CH:18]=1.C(=O)([O-])[O-].[Cs+].[Cs+], predict the reaction product. The product is: [C:36]([C:35]1[CH:38]=[CH:39][C:32]([C:24]2[CH:25]=[C:26]3[N:31]([CH2:2][C@@H:3]4[O:8][CH2:7][CH2:6][N:5]([C:9]([O:11][C:12]([CH3:15])([CH3:14])[CH3:13])=[O:10])[CH2:4]4)[CH:30]=[CH:29][C:27]3=[N:28][C:23]=2[C:20]2[CH:21]=[CH:22][C:17]([CH3:16])=[CH:18][CH:19]=2)=[CH:33][CH:34]=1)#[N:37]. (5) Given the reactants [NH2:1][C:2]1[CH:3]=[CH:4][C:5]([O:15][CH:16]([C:24]2[CH:29]=[CH:28][C:27]([F:30])=[CH:26][CH:25]=2)[C:17]2[CH:22]=[CH:21][C:20]([F:23])=[CH:19][CH:18]=2)=[C:6]([CH:14]=1)[C:7]([O:9][C:10]([CH3:13])([CH3:12])[CH3:11])=[O:8].[CH3:31][O:32][C:33]1[CH:34]=[C:35]([N:41]=[C:42]=[O:43])[CH:36]=[CH:37][C:38]=1[O:39][CH3:40], predict the reaction product. The product is: [F:30][C:27]1[CH:28]=[CH:29][C:24]([CH:16]([C:17]2[CH:22]=[CH:21][C:20]([F:23])=[CH:19][CH:18]=2)[O:15][C:5]2[CH:4]=[CH:3][C:2]([NH:1][C:42]([NH:41][C:35]3[CH:36]=[CH:37][C:38]([O:39][CH3:40])=[C:33]([O:32][CH3:31])[CH:34]=3)=[O:43])=[CH:14][C:6]=2[C:7]([O:9][C:10]([CH3:13])([CH3:12])[CH3:11])=[O:8])=[CH:25][CH:26]=1. (6) Given the reactants [F:1][C:2]1[CH:3]=[CH:4][C:5]([N+:11]([O-:13])=[O:12])=[C:6]([CH:10]=1)[C:7](O)=[O:8].Cl.CN.[CH3:17][N:18](C(ON1N=NC2C=CC=CC1=2)=[N+](C)C)C.[B-](F)(F)(F)F.CCN(C(C)C)C(C)C, predict the reaction product. The product is: [F:1][C:2]1[CH:3]=[CH:4][C:5]([N+:11]([O-:13])=[O:12])=[C:6]([CH:10]=1)[C:7]([NH:18][CH3:17])=[O:8]. (7) Given the reactants [NH:1]1[CH2:6][CH2:5][CH:4]([CH2:7][OH:8])[CH2:3][CH2:2]1.[C:9](O[C:9]([O:11][C:12]([CH3:15])([CH3:14])[CH3:13])=[O:10])([O:11][C:12]([CH3:15])([CH3:14])[CH3:13])=[O:10].[Cl-].[NH4+].O, predict the reaction product. The product is: [OH:8][CH2:7][CH:4]1[CH2:5][CH2:6][N:1]([C:9]([O:11][C:12]([CH3:15])([CH3:14])[CH3:13])=[O:10])[CH2:2][CH2:3]1. (8) Given the reactants C([O:3][C:4]([C@H:6]1[CH2:11][CH2:10][C@H:9]([O:12][CH:13]2[CH2:18][CH2:17][O:16][CH2:15][CH2:14]2)[CH2:8][CH2:7]1)=[O:5])C.[O-]CC.[Na+], predict the reaction product. The product is: [O:16]1[CH2:15][CH2:14][CH:13]([O:12][C@H:9]2[CH2:10][CH2:11][C@H:6]([C:4]([OH:5])=[O:3])[CH2:7][CH2:8]2)[CH2:18][CH2:17]1. (9) Given the reactants [Br-].[CH3:2][C:3]1[C:16]2[NH2+:15][C:14]3[C:9](=[CH:10][C:11]([Br:17])=[CH:12][CH:13]=3)[S:8][C:7]=2[CH:6]=[C:5](Br)[CH:4]=1.[CH3:19][N:20]1[CH2:25][CH2:24][NH:23][CH2:22][CH2:21]1, predict the reaction product. The product is: [Br-:17].[CH3:19][N:20]1[CH2:25][CH2:24][N:23]([C:5]2[CH:4]=[C:3]([CH3:2])[C:16]3[C:7]([CH:6]=2)=[S+:8][C:9]2[C:14](=[CH:13][CH:12]=[C:11]([N:23]4[CH2:24][CH2:25][N:20]([CH3:19])[CH2:21][CH2:22]4)[CH:10]=2)[N:15]=3)[CH2:22][CH2:21]1. (10) Given the reactants C1C=CC(P(C2C(C3C(P(C4C=CC=CC=4)C4C=CC=CC=4)=CC=C4C=3C=CC=C4)=C3C(C=CC=C3)=CC=2)C2C=CC=CC=2)=CC=1.Br[C:48]1[CH:49]=[C:50]2[C:55](=[N:56][CH:57]=1)[N:54]=[C:53]([CH3:58])[C:52]([C:59]([NH:61][CH2:62][C:63]1[CH:68]=[CH:67][C:66]([C:69]([CH3:72])([CH3:71])[CH3:70])=[CH:65][CH:64]=1)=[O:60])=[CH:51]2.C1(C(C2C=CC=CC=2)=[NH:80])C=CC=CC=1.CC([O-])(C)C.[K+], predict the reaction product. The product is: [NH2:80][C:48]1[CH:49]=[C:50]2[C:55](=[N:56][CH:57]=1)[N:54]=[C:53]([CH3:58])[C:52]([C:59]([NH:61][CH2:62][C:63]1[CH:68]=[CH:67][C:66]([C:69]([CH3:72])([CH3:71])[CH3:70])=[CH:65][CH:64]=1)=[O:60])=[CH:51]2.